This data is from Peptide-MHC class I binding affinity with 185,985 pairs from IEDB/IMGT. The task is: Regression. Given a peptide amino acid sequence and an MHC pseudo amino acid sequence, predict their binding affinity value. This is MHC class I binding data. The peptide sequence is LLLLSVGVGI. The MHC is HLA-A02:02 with pseudo-sequence HLA-A02:02. The binding affinity (normalized) is 0.274.